Dataset: Full USPTO retrosynthesis dataset with 1.9M reactions from patents (1976-2016). Task: Predict the reactants needed to synthesize the given product. (1) Given the product [F:43][CH2:22][C@@H:18]1[CH2:19][CH2:20][CH2:21][N:17]1[C:15]1[CH:14]=[CH:13][N:12]=[C:11]2[NH:10][CH:9]=[C:8]([C:6]3[CH:5]=[CH:4][N:3]=[C:2]([NH2:1])[N:7]=3)[C:16]=12, predict the reactants needed to synthesize it. The reactants are: [NH2:1][C:2]1[N:7]=[C:6]([C:8]2[C:16]3[C:11](=[N:12][CH:13]=[CH:14][C:15]=3[N:17]3[CH2:21][CH2:20][CH2:19][C@H:18]3[CH2:22]O)[N:10](S(C3C=CC=CC=3)(=O)=O)[CH:9]=2)[CH:5]=[CH:4][N:3]=1.COCCN(S(F)(F)[F:43])CCOC.[OH-].[Na+]. (2) Given the product [Cl:1][C:2]1[CH:18]=[CH:17][C:5]2[CH2:6][CH2:7][N:8]([C:11](=[O:16])[C:12]([F:15])([F:14])[F:13])[CH2:9][CH2:10][C:4]=2[C:3]=1[N:19]1[CH2:22][C:21]([CH3:25])([CH3:24])[CH2:20]1, predict the reactants needed to synthesize it. The reactants are: [Cl:1][C:2]1[CH:18]=[CH:17][C:5]2[CH2:6][CH2:7][N:8]([C:11](=[O:16])[C:12]([F:15])([F:14])[F:13])[CH2:9][CH2:10][C:4]=2[C:3]=1[NH:19][CH2:20][C:21]([CH3:25])([CH3:24])[CH2:22]O.N(C(OCC)=O)=NC(OCC)=O.C1(P(C2C=CC=CC=2)C2C=CC=CC=2)C=CC=CC=1. (3) Given the product [CH2:26]([S:29]([N:5]1[C:6]2[C:11](=[CH:10][C:9]([C:12]3[N:16]([CH3:17])[C:15]([C:18]#[N:19])=[CH:14][CH:13]=3)=[CH:8][CH:7]=2)[C:3]([CH3:20])([CH3:2])[CH2:4]1)(=[O:31])=[O:30])[CH3:27], predict the reactants needed to synthesize it. The reactants are: Cl.[CH3:2][C:3]1([CH3:20])[C:11]2[C:6](=[CH:7][CH:8]=[C:9]([C:12]3[N:16]([CH3:17])[C:15]([C:18]#[N:19])=[CH:14][CH:13]=3)[CH:10]=2)[NH:5][CH2:4]1.C(N([CH2:26][CH3:27])CC)C.C[S:29](Cl)(=[O:31])=[O:30]. (4) Given the product [C:1]1([S:7]([C:10]2[CH:11]=[CH:12][C:13]([C:20]([F:23])([F:22])[F:21])=[C:14]([S:16]([NH:24][CH2:25][CH:26]3[CH2:31][CH2:30][O:29][CH2:28][CH2:27]3)(=[O:18])=[O:17])[CH:15]=2)(=[O:9])=[O:8])[CH:6]=[CH:5][CH:4]=[CH:3][CH:2]=1, predict the reactants needed to synthesize it. The reactants are: [C:1]1([S:7]([C:10]2[CH:11]=[CH:12][C:13]([C:20]([F:23])([F:22])[F:21])=[C:14]([S:16](Cl)(=[O:18])=[O:17])[CH:15]=2)(=[O:9])=[O:8])[CH:6]=[CH:5][CH:4]=[CH:3][CH:2]=1.[NH2:24][CH2:25][CH:26]1[CH2:31][CH2:30][O:29][CH2:28][CH2:27]1.C(N(CC)CC)C. (5) Given the product [ClH:1].[ClH:37].[ClH:1].[CH2:27]1[O:36][C:35]2[C:29](=[C:30]([CH:32]=[CH:33][CH:34]=2)[NH:31][C:2]2[C:11]3[C:6](=[CH:7][C:8]([O:19][CH2:20][CH2:21][N:22]4[CH2:23][CH2:24][CH2:25][CH2:26]4)=[CH:9][C:10]=3[N:12]3[CH2:17][CH2:16][N:15]([CH3:18])[CH2:14][CH2:13]3)[N:5]=[CH:4][N:3]=2)[O:28]1, predict the reactants needed to synthesize it. The reactants are: [Cl:1][C:2]1[C:11]2[C:6](=[CH:7][C:8]([O:19][CH2:20][CH2:21][N:22]3[CH2:26][CH2:25][CH2:24][CH2:23]3)=[CH:9][C:10]=2[N:12]2[CH2:17][CH2:16][N:15]([CH3:18])[CH2:14][CH2:13]2)[N:5]=[CH:4][N:3]=1.[CH2:27]1[O:36][C:35]2[C:29](=[C:30]([CH:32]=[CH:33][CH:34]=2)[NH2:31])[O:28]1.[ClH:37]. (6) The reactants are: [CH2:1]([C@H](NC(=O)OC(C)(C)C)[C@@H](O)C(NS(C1C=CC(OC)=CC=1)(=O)=O)OC(CC)C)[C:2]1[CH:7]=[CH:6][CH:5]=[CH:4][CH:3]=1.[CH:37]([O:41][NH:42]S(C1C=CC(OC)=CC=1)(=O)=O)([CH2:39][CH3:40])[CH3:38].C1C=NC(NP(N2CC2)(N2CC2)=[O:62])=NC=1.C1[CH2:73][O:72]CC1. Given the product [CH:37]([O:41][N:42]1[C:1](=[O:62])[C:2]2[C:3](=[CH:4][CH:5]=[CH:6][CH:7]=2)[C:73]1=[O:72])([CH2:39][CH3:40])[CH3:38], predict the reactants needed to synthesize it.